Dataset: NCI-60 drug combinations with 297,098 pairs across 59 cell lines. Task: Regression. Given two drug SMILES strings and cell line genomic features, predict the synergy score measuring deviation from expected non-interaction effect. (1) Drug 1: CC1=C(C=C(C=C1)NC2=NC=CC(=N2)N(C)C3=CC4=NN(C(=C4C=C3)C)C)S(=O)(=O)N.Cl. Drug 2: C1=NNC2=C1C(=O)NC=N2. Cell line: MDA-MB-435. Synergy scores: CSS=2.70, Synergy_ZIP=3.48, Synergy_Bliss=7.98, Synergy_Loewe=3.46, Synergy_HSA=3.96. (2) Drug 1: C1=CC=C(C=C1)NC(=O)CCCCCCC(=O)NO. Drug 2: CC1C(C(CC(O1)OC2CC(CC3=C2C(=C4C(=C3O)C(=O)C5=CC=CC=C5C4=O)O)(C(=O)C)O)N)O. Cell line: SW-620. Synergy scores: CSS=41.0, Synergy_ZIP=-10.5, Synergy_Bliss=-8.37, Synergy_Loewe=-7.53, Synergy_HSA=-3.99. (3) Drug 1: C1CC2CC3=C(CC1C24CN(S(=O)(=O)N4)CC(F)(F)F)C=CC(=C3)C=CCN5CCC(CC5)C(F)(F)F. Drug 2: C1CCC(C(C1)[NH-])[NH-].C(=O)(C(=O)[O-])[O-].[Pt+4]. Cell line: NCI-H460. Synergy scores: CSS=19.0, Synergy_ZIP=-11.2, Synergy_Bliss=-19.6, Synergy_Loewe=-21.5, Synergy_HSA=-15.9. (4) Drug 1: C1CN1C2=NC(=NC(=N2)N3CC3)N4CC4. Drug 2: CN(C)C1=NC(=NC(=N1)N(C)C)N(C)C. Cell line: CCRF-CEM. Synergy scores: CSS=41.7, Synergy_ZIP=-2.61, Synergy_Bliss=-3.56, Synergy_Loewe=-4.08, Synergy_HSA=-3.87. (5) Drug 1: CC1C(C(=O)NC(C(=O)N2CCCC2C(=O)N(CC(=O)N(C(C(=O)O1)C(C)C)C)C)C(C)C)NC(=O)C3=C4C(=C(C=C3)C)OC5=C(C(=O)C(=C(C5=N4)C(=O)NC6C(OC(=O)C(N(C(=O)CN(C(=O)C7CCCN7C(=O)C(NC6=O)C(C)C)C)C)C(C)C)C)N)C. Drug 2: CN(CC1=CN=C2C(=N1)C(=NC(=N2)N)N)C3=CC=C(C=C3)C(=O)NC(CCC(=O)O)C(=O)O. Cell line: A549. Synergy scores: CSS=17.7, Synergy_ZIP=4.25, Synergy_Bliss=2.91, Synergy_Loewe=-25.0, Synergy_HSA=-1.28. (6) Drug 1: CC12CCC(CC1=CCC3C2CCC4(C3CC=C4C5=CN=CC=C5)C)O. Drug 2: COC1=CC(=CC(=C1O)OC)C2C3C(COC3=O)C(C4=CC5=C(C=C24)OCO5)OC6C(C(C7C(O6)COC(O7)C8=CC=CS8)O)O. Cell line: HL-60(TB). Synergy scores: CSS=-6.63, Synergy_ZIP=-11.9, Synergy_Bliss=-37.1, Synergy_Loewe=-71.4, Synergy_HSA=-39.4.